Predict the product of the given reaction. From a dataset of Forward reaction prediction with 1.9M reactions from USPTO patents (1976-2016). (1) Given the reactants [Br:1][C:2]1[N:7]=[CH:6][C:5]2[C:8]([C:14]([OH:16])=O)=[CH:9][N:10]([CH:11]([CH3:13])[CH3:12])[C:4]=2[CH:3]=1.CC[N:19](C(C)C)C(C)C.CN(C(ON1N=NC2C=CC=CC1=2)=[N+](C)C)C.F[P-](F)(F)(F)(F)F.[OH-].[NH4+], predict the reaction product. The product is: [Br:1][C:2]1[N:7]=[CH:6][C:5]2[C:8]([C:14]([NH2:19])=[O:16])=[CH:9][N:10]([CH:11]([CH3:13])[CH3:12])[C:4]=2[CH:3]=1. (2) Given the reactants C(OC(=O)[NH:7][CH:8]([C:10](=[O:39])[NH:11][CH:12]([CH2:29][C:30]1[CH:35]=[C:34]([F:36])[C:33]([F:37])=[CH:32][C:31]=1[F:38])[CH2:13][C:14](=[O:28])[N:15]1[CH2:20][CH2:19][N:18]2[C:21]([C:24]([F:27])([F:26])[F:25])=[N:22][N:23]=[C:17]2[CH2:16]1)[CH3:9])(C)(C)C.[ClH:41], predict the reaction product. The product is: [ClH:41].[NH2:7][CH:8]([CH3:9])[C:10]([NH:11][CH:12]([CH2:29][C:30]1[CH:35]=[C:34]([F:36])[C:33]([F:37])=[CH:32][C:31]=1[F:38])[CH2:13][C:14](=[O:28])[N:15]1[CH2:20][CH2:19][N:18]2[C:21]([C:24]([F:26])([F:25])[F:27])=[N:22][N:23]=[C:17]2[CH2:16]1)=[O:39]. (3) Given the reactants [C:1]([O:4][C:5]([CH3:8])([CH3:7])[CH3:6])(=[O:3])[CH3:2].[Li+].C[Si]([N-][Si](C)(C)C)(C)C.[F:19][C:20]([F:57])([F:56])[C:21]1[CH:22]=[C:23]([C@H:31]([O:33][C@H:34]2[CH2:38][N:37]([C:39]([O:41][C:42]([CH3:45])([CH3:44])[CH3:43])=[O:40])[C@@H:36]([CH2:46][CH:47]=[O:48])[C@@H:35]2[C:49]2[CH:54]=[CH:53][C:52]([F:55])=[CH:51][CH:50]=2)[CH3:32])[CH:24]=[C:25]([C:27]([F:30])([F:29])[F:28])[CH:26]=1, predict the reaction product. The product is: [F:57][C:20]([F:19])([F:56])[C:21]1[CH:22]=[C:23]([C@H:31]([O:33][C@H:34]2[CH2:38][N:37]([C:39]([O:41][C:42]([CH3:44])([CH3:43])[CH3:45])=[O:40])[C@@H:36]([CH2:46][CH:47]([OH:48])[CH2:2][C:1]([O:4][C:5]([CH3:8])([CH3:7])[CH3:6])=[O:3])[C@@H:35]2[C:49]2[CH:54]=[CH:53][C:52]([F:55])=[CH:51][CH:50]=2)[CH3:32])[CH:24]=[C:25]([C:27]([F:28])([F:29])[F:30])[CH:26]=1. (4) Given the reactants CS(C1[N:5]=[N:6]C(C2C=CC=CC=2)=CN=1)=O.CS([C:19]1[N:20]=[N:21][C:22]([C:25]2[CH:26]=[N:27][N:28]([CH3:30])[CH:29]=2)=[CH:23][N:24]=1)=O, predict the reaction product. The product is: [NH:5]([C:19]1[N:20]=[N:21][C:22]([C:25]2[CH:26]=[N:27][N:28]([CH3:30])[CH:29]=2)=[CH:23][N:24]=1)[NH2:6]. (5) The product is: [F:31][C:2]([F:1])([F:32])[C:3]1[CH:4]=[C:5]([CH:28]=[CH:29][CH:30]=1)[CH2:6][N:7]1[CH2:12][CH2:11][CH2:10][CH2:9][C@@H:8]1[C:13]([NH:15][C@H:16]([C:18]1[CH:19]=[CH:20][C:21]([C:22]([O-:24])=[O:23])=[CH:26][CH:27]=1)[CH3:17])=[O:14].[Li+:34]. Given the reactants [F:1][C:2]([F:32])([F:31])[C:3]1[CH:4]=[C:5]([CH:28]=[CH:29][CH:30]=1)[CH2:6][N:7]1[CH2:12][CH2:11][CH2:10][CH2:9][C@@H:8]1[C:13]([NH:15][C@H:16]([C:18]1[CH:27]=[CH:26][C:21]([C:22]([O:24]C)=[O:23])=[CH:20][CH:19]=1)[CH3:17])=[O:14].O[Li:34].O, predict the reaction product. (6) The product is: [CH2:19]([NH:21][C:4](=[O:5])[C:3]1[CH:7]=[C:8]([N+:11]([O-:13])=[O:12])[CH:9]=[CH:10][C:2]=1[Cl:1])[CH3:20]. Given the reactants [Cl:1][C:2]1[CH:10]=[CH:9][C:8]([N+:11]([O-:13])=[O:12])=[CH:7][C:3]=1[C:4](Cl)=[O:5].C1COCC1.[CH2:19]([NH2:21])[CH3:20], predict the reaction product.